The task is: Predict the reactants needed to synthesize the given product.. This data is from Full USPTO retrosynthesis dataset with 1.9M reactions from patents (1976-2016). Given the product [CH2:19]([O:21][C:22]1[CH:27]=[CH:26][C:25]([CH2:28][C:29]([NH:1][C:2]2[CH:3]=[C:4]([C:12]([N:14]([CH2:17][CH3:18])[CH2:15][CH3:16])=[O:13])[CH:5]=[N:6][C:7]=2[NH:8][CH2:9][CH:10]=[CH2:11])=[O:30])=[CH:24][CH:23]=1)[CH3:20], predict the reactants needed to synthesize it. The reactants are: [NH2:1][C:2]1[CH:3]=[C:4]([C:12]([N:14]([CH2:17][CH3:18])[CH2:15][CH3:16])=[O:13])[CH:5]=[N:6][C:7]=1[NH:8][CH2:9][CH:10]=[CH2:11].[CH2:19]([O:21][C:22]1[CH:27]=[CH:26][C:25]([CH2:28][C:29](Cl)=[O:30])=[CH:24][CH:23]=1)[CH3:20].